Dataset: Kir2.1 potassium channel HTS with 301,493 compounds. Task: Binary Classification. Given a drug SMILES string, predict its activity (active/inactive) in a high-throughput screening assay against a specified biological target. (1) The drug is s1c(nc(c1C)C)CCNC(=O)CC1N(CCNC1=O)Cc1ccc(F)cc1. The result is 0 (inactive). (2) The molecule is o1c(nc2c1cccc2)c1cc2[nH]c(nc2cc1)c1ccc(N)cc1. The result is 0 (inactive). (3) The compound is Brc1c(C(=O)Nc2c(C(=O)Nc3ccccc3)cccc2)cccc1. The result is 0 (inactive). (4) The drug is O(c1c(cc(cc1[N+]([O-])=O)C)C)CC(=O)Nc1nccc(c1)C. The result is 0 (inactive). (5) The molecule is Fc1cc(NC(=O)COCC)ccc1F. The result is 0 (inactive). (6) The molecule is o1c(nnc1c1occc1)c1ccc(NC(=O)CCC(O)=O)cc1. The result is 0 (inactive). (7) The compound is Brc1c(OC)c(OC)cc(c1)/C=N\O. The result is 0 (inactive).